This data is from hERG Central: cardiac toxicity at 1µM, 10µM, and general inhibition. The task is: Predict hERG channel inhibition at various concentrations. The molecule is COc1cnn(-c2ccc(Br)cc2)c(=O)c1SCc1ccccc1. Results: hERG_inhib (hERG inhibition (general)): blocker.